This data is from Full USPTO retrosynthesis dataset with 1.9M reactions from patents (1976-2016). The task is: Predict the reactants needed to synthesize the given product. Given the product [CH3:1][O:2][C:3]1[CH:4]=[C:5]([CH:21]=[CH:22][C:23]=1[O:24][CH3:25])[CH2:6][CH:7]1[C:16]2[C:11](=[CH:12][C:13]([O:19][CH3:20])=[C:14]([O:17][CH3:18])[CH:15]=2)[CH2:10][CH2:9][N:8]1[CH2:27][C:28]([NH:35][CH2:34][C:33]1[CH:36]=[C:37]([F:40])[CH:38]=[CH:39][C:32]=1[F:31])=[O:29], predict the reactants needed to synthesize it. The reactants are: [CH3:1][O:2][C:3]1[CH:4]=[C:5]([CH:21]=[CH:22][C:23]=1[O:24][CH3:25])[CH2:6][CH:7]1[C:16]2[C:11](=[CH:12][C:13]([O:19][CH3:20])=[C:14]([O:17][CH3:18])[CH:15]=2)[CH2:10][CH2:9][NH:8]1.Br[CH2:27][C:28](Br)=[O:29].[F:31][C:32]1[CH:39]=[CH:38][C:37]([F:40])=[CH:36][C:33]=1[CH2:34][NH2:35].